Dataset: Forward reaction prediction with 1.9M reactions from USPTO patents (1976-2016). Task: Predict the product of the given reaction. (1) Given the reactants Cl.[Cl:2][C:3]1[C:12]2[C:7](=[CH:8][C:9]([O:15][CH2:16][CH2:17][CH2:18][N:19]3[CH2:24][CH2:23][O:22][CH2:21][CH2:20]3)=[C:10]([O:13][CH3:14])[CH:11]=2)[N:6]=[N:5][CH:4]=1.[Cl:25][C:26]1[CH:32]=[CH:31][C:29]([NH2:30])=[C:28]([F:33])[CH:27]=1.C(O)(C)C, predict the reaction product. The product is: [ClH:2].[Cl:25][C:26]1[CH:32]=[CH:31][C:29]([NH:30][C:3]2[C:12]3[C:7](=[CH:8][C:9]([O:15][CH2:16][CH2:17][CH2:18][N:19]4[CH2:24][CH2:23][O:22][CH2:21][CH2:20]4)=[C:10]([O:13][CH3:14])[CH:11]=3)[N:6]=[N:5][CH:4]=2)=[C:28]([F:33])[CH:27]=1. (2) The product is: [F:8][C:4]1[C:3]([N:9]2[C:33](=[O:34])[C:12]3=[N:13][N:14]([CH2:21][C:22]4[CH:23]=[CH:24][C:25]([N:28]5[CH:32]=[CH:31][CH:30]=[N:29]5)=[CH:26][CH:27]=4)[C:15]4[CH:16]=[CH:17][CH:18]=[CH:19][C:20]=4[C:11]3=[N:10]2)=[C:2]([CH:7]=[CH:6][CH:5]=1)[C:36]#[N:37]. Given the reactants Br[C:2]1[CH:7]=[CH:6][CH:5]=[C:4]([F:8])[C:3]=1[N:9]1[C:33](=[O:34])[C:12]2=[N:13][N:14]([CH2:21][C:22]3[CH:27]=[CH:26][C:25]([N:28]4[CH:32]=[CH:31][CH:30]=[N:29]4)=[CH:24][CH:23]=3)[C:15]3[CH:16]=[CH:17][CH:18]=[CH:19][C:20]=3[C:11]2=[N:10]1.O.[CH3:36][N:37](C)C=O, predict the reaction product. (3) Given the reactants [Cl:1][C:2]1[CH:3]=[CH:4][C:5]([O:31][CH2:32][C:33]2[CH:38]=[CH:37][CH:36]=[CH:35][CH:34]=2)=[C:6]([C:8]2[N:9]([C:14]3[CH:15]=[C:16]([CH:28]=[CH:29][CH:30]=3)[C:17]([NH:19][C@@H:20]([C:22]3[CH:27]=[CH:26][CH:25]=[CH:24][CH:23]=3)[CH3:21])=[O:18])[C:10]([CH3:13])=[CH:11][CH:12]=2)[CH:7]=1.[H-].[Na+].[CH3:41]I, predict the reaction product. The product is: [Cl:1][C:2]1[CH:3]=[CH:4][C:5]([O:31][CH2:32][C:33]2[CH:34]=[CH:35][CH:36]=[CH:37][CH:38]=2)=[C:6]([C:8]2[N:9]([C:14]3[CH:15]=[C:16]([CH:28]=[CH:29][CH:30]=3)[C:17]([N:19]([CH3:41])[C@@H:20]([C:22]3[CH:27]=[CH:26][CH:25]=[CH:24][CH:23]=3)[CH3:21])=[O:18])[C:10]([CH3:13])=[CH:11][CH:12]=2)[CH:7]=1. (4) Given the reactants [CH3:1][C@H:2]1[C@@H:7]([N:8]([C:10]2[N:18]=[CH:17][N:16]=[C:15]3[C:11]=2[CH:12]=[CH:13][NH:14]3)[CH3:9])[CH2:6][N:5]([C:19]([CH2:21][C:22]#[N:23])=[O:20])[CH2:4][CH2:3]1.Cl.O.O.O.O.O.[C:30]([O-:42])(=[O:41])[CH2:31][C:32]([CH2:37][C:38]([O-:40])=[O:39])([C:34]([O-:36])=[O:35])[OH:33].[Mg+2].[C:30]([O-:42])(=[O:41])[CH2:31][C:32]([CH2:37][C:38]([O-:40])=[O:39])([C:34]([O-:36])=[O:35])[OH:33].[Mg+2].[Mg+2].Cl.O1CCOCC1, predict the reaction product. The product is: [CH3:1][C@H:2]1[C@@H:7]([N:8]([C:10]2[N:18]=[CH:17][N:16]=[C:15]3[C:11]=2[CH:12]=[CH:13][NH:14]3)[CH3:9])[CH2:6][N:5]([C:19]([CH2:21][C:22]#[N:23])=[O:20])[CH2:4][CH2:3]1.[CH2:37]([C:32]([OH:33])([C:34]([OH:36])=[O:35])[CH2:31][C:30]([OH:42])=[O:41])[C:38]([OH:40])=[O:39]. (5) Given the reactants [Cl:1][C:2]1[CH:3]=[C:4]2[C:9](=[C:10]([CH3:12])[CH:11]=1)[NH:8][C:7](=[O:13])[C:6]([CH:14]=O)=[CH:5]2.[NH2:16][C:17]1[CH:24]=[CH:23][C:20]([C:21]#[N:22])=[C:19]([O:25][CH3:26])[CH:18]=1.C(O)(=O)C.C(O[BH-](OC(=O)C)OC(=O)C)(=O)C.[Na+], predict the reaction product. The product is: [Cl:1][C:2]1[CH:3]=[C:4]2[C:9](=[C:10]([CH3:12])[CH:11]=1)[NH:8][C:7](=[O:13])[C:6]([CH2:14][NH:16][C:17]1[CH:24]=[CH:23][C:20]([C:21]#[N:22])=[C:19]([O:25][CH3:26])[CH:18]=1)=[CH:5]2.